This data is from Forward reaction prediction with 1.9M reactions from USPTO patents (1976-2016). The task is: Predict the product of the given reaction. (1) Given the reactants [CH2:1]([O:3][CH2:4][CH2:5][O:6][C:7]1[CH:12]=[C:11]([CH3:13])[CH:10]=[C:9]([CH3:14])[C:8]=1[CH3:15])[CH3:2].N1C=CC=CC=1.[Br:22]Br, predict the reaction product. The product is: [Br:22][C:10]1[C:9]([CH3:14])=[C:8]([CH3:15])[C:7]([O:6][CH2:5][CH2:4][O:3][CH2:1][CH3:2])=[CH:12][C:11]=1[CH3:13]. (2) Given the reactants [CH3:1][C:2]1[C:6]([CH3:7])=[C:5]([NH:8][C:9](=[O:16])OCC(Cl)(Cl)Cl)[O:4][N:3]=1.[N:17]1([C:23]2[S:24][CH:25]=[C:26]([C:28]3[CH:29]=[C:30]([CH:33]=[CH:34][CH:35]=3)[C:31]#[N:32])[N:27]=2)[CH2:22][CH2:21][NH:20][CH2:19][CH2:18]1.C(N(C(C)C)CC)(C)C.O, predict the reaction product. The product is: [C:31]([C:30]1[CH:29]=[C:28]([C:26]2[N:27]=[C:23]([N:17]3[CH2:22][CH2:21][N:20]([C:9]([NH:8][C:5]4[O:4][N:3]=[C:2]([CH3:1])[C:6]=4[CH3:7])=[O:16])[CH2:19][CH2:18]3)[S:24][CH:25]=2)[CH:35]=[CH:34][CH:33]=1)#[N:32]. (3) Given the reactants [Br:1][C:2]1[CH:3]=[N:4][C:5]2[N:6]([N:8]=[C:9]([C:11]([OH:13])=O)[CH:10]=2)[CH:7]=1.[CH2:14]1[NH:19][CH2:18][CH2:17][N:16]2[C:20]([C:23]#[N:24])=[CH:21][CH:22]=[C:15]12, predict the reaction product. The product is: [Br:1][C:2]1[CH:3]=[N:4][C:5]2[N:6]([N:8]=[C:9]([C:11]([N:19]3[CH2:18][CH2:17][N:16]4[C:20]([C:23]#[N:24])=[CH:21][CH:22]=[C:15]4[CH2:14]3)=[O:13])[CH:10]=2)[CH:7]=1. (4) Given the reactants [NH2:1][C:2]1[CH:11]=[CH:10][C:9](Br)=[C:8]2[C:3]=1[CH:4]=[CH:5][C:6]([S:13]([OH:16])(=[O:15])=[O:14])=[CH:7]2.C(OC(NC1C=CC=C2C=1C=CC(S(O)(=O)=O)=C2)=O)(C)(C)C.[Cl:39]N1C(=O)CCC1=O, predict the reaction product. The product is: [NH2:1][C:2]1[CH:11]=[CH:10][C:9]([Cl:39])=[C:8]2[C:3]=1[CH:4]=[CH:5][C:6]([S:13]([OH:16])(=[O:15])=[O:14])=[CH:7]2. (5) Given the reactants [S:1]([O-:5])([O-:4])(=[O:3])=[O:2].[S:6](=[O:10])(=[O:9])([OH:8])[OH:7].[Cl-:11].[Nb+5:12].[Cl-:13].[Cl-:14].[Cl-:15].[Cl-:16].[Nb].[Fe:18].[O:19]=[C:20]1[O:26][C@H:25]([C@H:27]([CH2:29][OH:30])[OH:28])[C:23]([OH:24])=[C:21]1[OH:22], predict the reaction product. The product is: [S:1]([O-:5])([O-:4])(=[O:3])=[O:2].[Cl:11][Nb:12]([Cl:16])([Cl:15])([Cl:14])[Cl:13].[O:19]=[C:20]1[O:26][C@H:25]([C@H:27]([CH2:29][OH:30])[OH:28])[C:23]([OH:24])=[C:21]1[OH:22].[OH2:7].[OH2:2].[OH2:2].[OH2:2].[OH2:2].[OH2:2].[OH2:2].[S:6]([O-:10])([O-:9])(=[O:8])=[O:7].[Fe+2:18]. (6) Given the reactants [OH:1][C@@H:2]1[CH2:7][CH2:6][C@H:5]([N:8]2[CH2:12][CH2:11][C:10]3([CH2:17][CH2:16][NH:15][CH2:14][CH2:13]3)[C:9]2=[O:18])[CH2:4][CH2:3]1.[Br:19][C:20]1[CH:25]=[CH:24][C:23]([F:26])=[C:22](I)[CH:21]=1.P([O-])([O-])([O-])=O.[K+].[K+].[K+].C(O)CO, predict the reaction product. The product is: [Br:19][C:20]1[CH:21]=[CH:22][C:23]([F:26])=[C:24]([N:15]2[CH2:16][CH2:17][C:10]3([C:9](=[O:18])[N:8]([C@H:5]4[CH2:4][CH2:3][C@@H:2]([OH:1])[CH2:7][CH2:6]4)[CH2:12][CH2:11]3)[CH2:13][CH2:14]2)[CH:25]=1. (7) Given the reactants [CH2:1]([O:4][CH2:5]/[CH:6]=[CH:7]/[C@@H:8]1[O:12][C@@H:11]([CH2:13][CH2:14][C@@H:15]2[O:20][C@H:19]([CH2:21][C@@H:22]3[O:26][C@H:25]([CH2:27][C@H:28]([OH:31])[CH2:29]O)[C@H:24]([O:32][CH3:33])[C@H:23]3[CH2:34][S:35]([C:38]3[CH:43]=[CH:42][CH:41]=[CH:40][CH:39]=3)(=[O:37])=[O:36])[C:18](=[CH2:44])[C@H:17]([CH3:45])[CH2:16]2)[C:10](=[CH2:46])[CH2:9]1)[CH:2]=[CH2:3].[N:47]1C(C)=CC(C)=CC=1C.N1C=CC=CC=1.O(S(C1C=CC(C)=CC=1)(=O)=O)S(C1C=CC(C)=CC=1)(=O)=O.[OH-].[NH4+], predict the reaction product. The product is: [CH2:1]([O:4][CH2:5]/[CH:6]=[CH:7]/[C@@H:8]1[O:12][C@@H:11]([CH2:13][CH2:14][C@@H:15]2[O:20][C@H:19]([CH2:21][C@@H:22]3[O:26][C@H:25]([CH2:27][C@H:28]([OH:31])[CH2:29][NH2:47])[C@H:24]([O:32][CH3:33])[C@H:23]3[CH2:34][S:35]([C:38]3[CH:43]=[CH:42][CH:41]=[CH:40][CH:39]=3)(=[O:37])=[O:36])[C:18](=[CH2:44])[C@H:17]([CH3:45])[CH2:16]2)[C:10](=[CH2:46])[CH2:9]1)[CH:2]=[CH2:3]. (8) Given the reactants [NH2:1][C:2](=[O:6])[C:3]([OH:5])=O.[NH2:7][C@@H:8]([CH3:42])[C@@H:9]([C:36]1[CH:41]=[CH:40][CH:39]=[CH:38][CH:37]=1)[O:10][C:11]1[CH:12]=[C:13]2[C:17](=[CH:18][CH:19]=1)[N:16]([C:20]1[CH:21]=[C:22]([CH:33]=[CH:34][CH:35]=1)[C:23]([N:25]1[CH2:29][CH2:28][CH2:27][C@@H:26]1[C:30]([NH2:32])=[O:31])=[O:24])[N:15]=[CH:14]2, predict the reaction product. The product is: [C:30]([C@H:26]1[CH2:27][CH2:28][CH2:29][N:25]1[C:23]([C:22]1[CH:21]=[C:20]([N:16]2[C:17]3[C:13](=[CH:12][C:11]([O:10][C@H:9]([C:36]4[CH:41]=[CH:40][CH:39]=[CH:38][CH:37]=4)[C@@H:8]([NH:7][C:3](=[O:5])[C:2]([NH2:1])=[O:6])[CH3:42])=[CH:19][CH:18]=3)[CH:14]=[N:15]2)[CH:35]=[CH:34][CH:33]=1)=[O:24])(=[O:31])[NH2:32]. (9) Given the reactants [CH:18]1[CH:17]=CC(P([C:14]2[CH:19]=[CH:18][CH:17]=CC=2)[C:18]2[CH:17]=CC=[CH:14][CH:19]=2)=[CH:14][CH:19]=1.[C:20](=O)([O-])OCC=C.[C:27]([O:34][CH3:35])(=[O:33])[CH2:28][C:29]([O:31][CH3:32])=[O:30], predict the reaction product. The product is: [CH3:17][C:18]([CH:28]([C:27]([O:34][CH3:35])=[O:33])[C:29]([O:31][CH3:32])=[O:30])([CH3:20])[CH:19]=[CH2:14]. (10) Given the reactants [Br:1][C:2]1[CH:7]=[CH:6][C:5]([OH:8])=[CH:4][C:3]=1[CH3:9].[C:10]([O-])([O-])=O.[K+].[K+].CI.O, predict the reaction product. The product is: [Br:1][C:2]1[CH:7]=[CH:6][C:5]([O:8][CH3:10])=[CH:4][C:3]=1[CH3:9].